From a dataset of Catalyst prediction with 721,799 reactions and 888 catalyst types from USPTO. Predict which catalyst facilitates the given reaction. Reactant: O.[NH2:2][NH2:3].[CH:4]([C:7]1[O:11][N:10]=[C:9]([C:12]([O:14]CC)=O)[CH:8]=1)([CH3:6])[CH3:5]. Product: [CH:4]([C:7]1[O:11][N:10]=[C:9]([C:12]([NH:2][NH2:3])=[O:14])[CH:8]=1)([CH3:6])[CH3:5]. The catalyst class is: 14.